This data is from Full USPTO retrosynthesis dataset with 1.9M reactions from patents (1976-2016). The task is: Predict the reactants needed to synthesize the given product. (1) Given the product [C:38]1([S:44]([CH2:47][C:48]2[C:53]([C:54]([O:56][C:57]([CH3:60])([CH3:59])[CH3:58])=[O:55])=[C:52]([O:61][CH2:68][C:69](=[O:70])[NH2:71])[C:51]([C:62]3[CH:66]=[CH:65][O:64][CH:63]=3)=[CH:50][CH:49]=2)(=[O:45])=[O:46])[CH:43]=[CH:42][CH:41]=[CH:40][CH:39]=1, predict the reactants needed to synthesize it. The reactants are: C1(S(CC2C(C(OCC)=O)=C(OCCNC(OC(C)(C)C)=O)C(C3C=COC=3)=CC=2)(=O)=O)C=CC=CC=1.[C:38]1([S:44]([CH2:47][C:48]2[C:53]([C:54]([O:56][C:57]([CH3:60])([CH3:59])[CH3:58])=[O:55])=[C:52]([OH:61])[C:51]([C:62]3[CH:66]=[CH:65][O:64][CH:63]=3)=[CH:50][CH:49]=2)(=[O:46])=[O:45])[CH:43]=[CH:42][CH:41]=[CH:40][CH:39]=1.Br[CH2:68][C:69]([NH2:71])=[O:70]. (2) Given the product [C:19]([NH:18][C:16]1[S:17][C:13]2[C:12]3[N:8]([C:5]4[CH:6]=[CH:7][C:2]([NH:1][CH2:41][CH:38]5[CH2:39][CH2:40][N:35]([C:28]([O:30][C:31]([CH3:32])([CH3:34])[CH3:33])=[O:29])[CH2:36][CH2:37]5)=[CH:3][C:4]=4[Cl:27])[N:9]=[C:10]([CH:24]4[CH2:25][CH2:26]4)[C:11]=3[CH2:23][CH2:22][C:14]=2[N:15]=1)(=[O:21])[CH3:20], predict the reactants needed to synthesize it. The reactants are: [NH2:1][C:2]1[CH:7]=[CH:6][C:5]([N:8]2[C:12]3[C:13]4[S:17][C:16]([NH:18][C:19](=[O:21])[CH3:20])=[N:15][C:14]=4[CH2:22][CH2:23][C:11]=3[C:10]([CH:24]3[CH2:26][CH2:25]3)=[N:9]2)=[C:4]([Cl:27])[CH:3]=1.[C:28]([N:35]1[CH2:40][CH2:39][CH:38]([CH:41]=O)[CH2:37][CH2:36]1)([O:30][C:31]([CH3:34])([CH3:33])[CH3:32])=[O:29].C(O[BH-](OC(=O)C)OC(=O)C)(=O)C.[Na+].C(O)(=O)C.C(=O)([O-])[O-].[K+].[K+]. (3) Given the product [C:1]([N:4]([CH2:12][C:13]1[CH:14]=[CH:15][C:16]([C:17]([NH:41][C:31]2[CH:32]=[C:33]([C:36]3[S:37][CH:38]=[CH:39][CH:40]=3)[CH:34]=[CH:35][C:30]=2[NH2:26])=[O:19])=[CH:20][CH:21]=1)[CH2:5][C:6]1[N:7]=[N:8][N:9]([CH3:11])[CH:10]=1)(=[O:3])[CH3:2], predict the reactants needed to synthesize it. The reactants are: [C:1]([N:4]([CH2:12][C:13]1[CH:21]=[CH:20][C:16]([C:17]([OH:19])=O)=[CH:15][CH:14]=1)[CH2:5][C:6]1[N:7]=[N:8][N:9]([CH3:11])[CH:10]=1)(=[O:3])[CH3:2].CC([N:26]([C:30]1[CH:35]=[CH:34][C:33]([C:36]2[S:37][CH:38]=[CH:39][CH:40]=2)=[CH:32][C:31]=1[NH:41]C(C1C=CC(CCl)=CC=1)=O)C(=O)[O-])(C)C.C1C=CC2N(O)N=NC=2C=1.C(Cl)CCl.C(Cl)Cl.C(O)(C(F)(F)F)=O.C([O-])(O)=O.[Na+]. (4) Given the product [C:4]([O:3][C:1]([NH:8][CH2:9][CH2:10][NH:11][S:18]([C:16]1[N:15]=[CH:14][N:13]([CH3:12])[CH:17]=1)(=[O:20])=[O:19])=[O:2])([CH3:5])([CH3:6])[CH3:7], predict the reactants needed to synthesize it. The reactants are: [C:1]([NH:8][CH2:9][CH2:10][NH2:11])([O:3][C:4]([CH3:7])([CH3:6])[CH3:5])=[O:2].[CH3:12][N:13]1[CH:17]=[C:16]([S:18](Cl)(=[O:20])=[O:19])[N:15]=[CH:14]1.S(Cl)(Cl)(=O)=O.CCN(C(C)C)C(C)C. (5) Given the product [C:12]([NH2:11])(=[O:33])[C:13]1[CH:18]=[CH:17][N:16]=[CH:15][CH:14]=1, predict the reactants needed to synthesize it. The reactants are: CC1C=C(C)NC(=O)C=1C[NH:11][C:12](=[O:33])[C:13]1[CH:18]=[C:17](N2CCCCC2)[N:16]=[C:15](C2C=CC(C=O)=CC=2)[CH:14]=1.CNC.C(O)(=O)C.C([BH3-])#N.[Na+]. (6) The reactants are: [CH3:1][O:2][C:3]([C:5]1[N:6]=[C:7]([NH:10][C:11](=[O:22])[C@@H:12]([NH2:21])[C@H:13]([C:15]2[CH:20]=[CH:19][CH:18]=[CH:17][CH:16]=2)[CH3:14])[S:8][CH:9]=1)=[O:4].[C:23]([O:27][C:28]([NH:30][CH:31]([C:35]1[CH:40]=[CH:39][C:38]([S:41][CH3:42])=[CH:37][CH:36]=1)[C:32](O)=[O:33])=[O:29])([CH3:26])([CH3:25])[CH3:24].Cl.CN(C)CCCN=C=NCC. Given the product [CH3:1][O:2][C:3]([C:5]1[N:6]=[C:7]([NH:10][C:11](=[O:22])[C@@H:12]([NH:21][C:32](=[O:33])[CH:31]([NH:30][C:28]([O:27][C:23]([CH3:25])([CH3:24])[CH3:26])=[O:29])[C:35]2[CH:40]=[CH:39][C:38]([S:41][CH3:42])=[CH:37][CH:36]=2)[C@H:13]([C:15]2[CH:16]=[CH:17][CH:18]=[CH:19][CH:20]=2)[CH3:14])[S:8][CH:9]=1)=[O:4], predict the reactants needed to synthesize it. (7) The reactants are: N#N.[CH3:3][C:4]1([C:9]2[N:14]=[C:13]([CH2:15]OS(C)(=O)=O)[CH:12]=[CH:11][CH:10]=2)[O:8][CH2:7][CH2:6][O:5]1.[N+:21]([C:24]1[CH:28]=[N:27][NH:26][N:25]=1)([O-:23])=[O:22].CCN(C(C)C)C(C)C. Given the product [CH3:3][C:4]1([C:9]2[CH:10]=[CH:11][CH:12]=[C:13]([CH2:15][N:26]3[N:25]=[C:24]([N+:21]([O-:23])=[O:22])[CH:28]=[N:27]3)[N:14]=2)[O:5][CH2:6][CH2:7][O:8]1, predict the reactants needed to synthesize it.